Dataset: Forward reaction prediction with 1.9M reactions from USPTO patents (1976-2016). Task: Predict the product of the given reaction. (1) Given the reactants CN(C(ON1N=NC2C=CC=NC1=2)=[N+](C)C)C.F[P-](F)(F)(F)(F)F.Cl.[CH2:26]([O:28][C:29]1[CH:30]=[C:31]2[C:36](=[CH:37][CH:38]=1)[C@H:35]([C:39]([NH:41][C:42]1[CH:47]=[C:46]([F:48])[C:45]([C:49]([CH3:55])([CH3:54])[CH2:50][O:51][CH2:52][CH3:53])=[C:44]([F:56])[CH:43]=1)=[O:40])[NH:34][CH2:33][CH2:32]2)[CH3:27].[C:57]([O:61][C:62](=[O:71])[CH2:63][C@@H:64]1[CH2:67][C@H:66]([C:68](O)=[O:69])[CH2:65]1)([CH3:60])([CH3:59])[CH3:58].CCN(C(C)C)C(C)C, predict the reaction product. The product is: [CH2:26]([O:28][C:29]1[CH:30]=[C:31]2[C:36](=[CH:37][CH:38]=1)[C@H:35]([C:39](=[O:40])[NH:41][C:42]1[CH:47]=[C:46]([F:48])[C:45]([C:49]([CH3:54])([CH3:55])[CH2:50][O:51][CH2:52][CH3:53])=[C:44]([F:56])[CH:43]=1)[N:34]([C:68]([C@@H:66]1[CH2:65][C@H:64]([CH2:63][C:62]([O:61][C:57]([CH3:60])([CH3:59])[CH3:58])=[O:71])[CH2:67]1)=[O:69])[CH2:33][CH2:32]2)[CH3:27]. (2) Given the reactants [CH3:1][O:2][C:3]1[CH:4]=[C:5](N)[CH:6]=[C:7]([O:9][CH3:10])[CH:8]=1.[F:12][B-](F)(F)F.[H+].N([O-])=O.[Na+], predict the reaction product. The product is: [F:12][C:5]1[CH:4]=[C:3]([O:2][CH3:1])[CH:8]=[C:7]([O:9][CH3:10])[CH:6]=1. (3) Given the reactants Cl.[F:2][C:3]1[CH:8]=[C:7]([S:9]([CH3:12])(=[O:11])=[O:10])[CH:6]=[CH:5][C:4]=1[N:13]1[C:17]2=[N:18][CH:19]=[N:20][C:21]([O:22][CH:23]3[CH2:28][CH2:27][NH:26][CH2:25][CH2:24]3)=[C:16]2[CH:15]=[N:14]1.Cl[C:30]1[N:35]=[C:34]([N:36]([CH3:38])[CH3:37])[CH:33]=[C:32](C)[N:31]=1.[C:40]([O-])([O-])=O.[K+].[K+].O, predict the reaction product. The product is: [F:2][C:3]1[CH:8]=[C:7]([S:9]([CH3:12])(=[O:10])=[O:11])[CH:6]=[CH:5][C:4]=1[N:13]1[C:17]2=[N:18][CH:19]=[N:20][C:21]([O:22][CH:23]3[CH2:24][CH2:25][N:26]([C:30]4[N:35]=[C:34]([N:36]([CH3:38])[CH3:37])[C:33]([CH3:40])=[CH:32][N:31]=4)[CH2:27][CH2:28]3)=[C:16]2[CH:15]=[N:14]1. (4) Given the reactants C[O:2][C:3](=O)[C:4]1[CH:9]=[CH:8][C:7]([O:10][CH2:11][CH2:12][NH:13][C:14]([C:16]2[O:17][C:18]3[CH:24]=[CH:23][C:22]([O:25][CH2:26][CH2:27][N:28]4[CH2:32][CH2:31][CH2:30][CH2:29]4)=[CH:21][C:19]=3[CH:20]=2)=[O:15])=[CH:6][CH:5]=1.[NH2:34][OH:35].[OH-].[Na+], predict the reaction product. The product is: [OH:35][NH:34][C:3](=[O:2])[C:4]1[CH:9]=[CH:8][C:7]([O:10][CH2:11][CH2:12][NH:13][C:14]([C:16]2[O:17][C:18]3[CH:24]=[CH:23][C:22]([O:25][CH2:26][CH2:27][N:28]4[CH2:29][CH2:30][CH2:31][CH2:32]4)=[CH:21][C:19]=3[CH:20]=2)=[O:15])=[CH:6][CH:5]=1. (5) Given the reactants [NH2:1][C:2]1[CH:7]=[C:6]([F:8])[C:5]([O:9][CH3:10])=[CH:4][C:3]=1[C:11](=[O:13])[CH3:12].Cl.[N:15]([O-])=O.[Na+].NC(N)=O, predict the reaction product. The product is: [F:8][C:6]1[CH:7]=[C:2]2[C:3]([C:11]([OH:13])=[CH:12][N:15]=[N:1]2)=[CH:4][C:5]=1[O:9][CH3:10]. (6) Given the reactants [CH2:1]([O:8][C:9]([NH:11][C@@H:12]1[C:18](=[O:19])[N:17]2[C@H:20]([C:24]([O:26]C(C)(C)C)=[O:25])[CH2:21][CH2:22][CH2:23][N:16]2[C:15](=[O:31])[CH2:14][CH2:13]1)=[O:10])[C:2]1[CH:7]=[CH:6][CH:5]=[CH:4][CH:3]=1.C(O)(C(F)(F)F)=O, predict the reaction product. The product is: [CH2:1]([O:8][C:9]([NH:11][C@@H:12]1[C:18](=[O:19])[N:17]2[C@H:20]([C:24]([OH:26])=[O:25])[CH2:21][CH2:22][CH2:23][N:16]2[C:15](=[O:31])[CH2:14][CH2:13]1)=[O:10])[C:2]1[CH:7]=[CH:6][CH:5]=[CH:4][CH:3]=1. (7) Given the reactants [C:1]([N:8]1[C:16]2[C:11](=[CH:12][C:13]([C:17]#[N:18])=[CH:14][CH:15]=2)[CH:10]=[C:9]1B(O)O)([O:3][C:4]([CH3:7])(C)C)=[O:2].[Cl:22][C:23]1[CH:28]=[C:27](I)[CH:26]=[C:25]([Cl:30])[CH:24]=1.[CH:31]1(NC2CCCCC2)CCCC[CH2:32]1, predict the reaction product. The product is: [C:17]([C:13]1[CH:12]=[C:11]2[C:16](=[CH:15][CH:14]=1)[N:8]([C:1]([O:3][CH2:4][CH2:7][CH2:31][CH3:32])=[O:2])[C:9]([C:27]1[CH:28]=[C:23]([Cl:22])[CH:24]=[C:25]([Cl:30])[CH:26]=1)=[CH:10]2)#[N:18]. (8) Given the reactants [NH2:1][C:2]1[N:3]=[CH:4][C:5]([C:8]#[N:9])=[N:6][CH:7]=1.CC1(C)C2C(=C(P(C3C=CC=CC=3)C3C=CC=CC=3)C=CC=2)OC2C(P(C3C=CC=CC=3)C3C=CC=CC=3)=CC=CC1=2.C(=O)([O-])[O-].[Cs+].[Cs+].Cl[C:59]1[CH:64]=[C:63]([NH:65][CH2:66][C:67]2([F:80])[CH2:72][CH2:71][N:70]([C:73]([O:75][C:76]([CH3:79])([CH3:78])[CH3:77])=[O:74])[CH2:69][CH2:68]2)[C:62]([C:81]2[CH:86]=[CH:85][C:84]([O:87][CH3:88])=[CH:83][CH:82]=2)=[CH:61][N:60]=1, predict the reaction product. The product is: [C:8]([C:5]1[N:6]=[CH:7][C:2]([NH:1][C:59]2[CH:64]=[C:63]([NH:65][CH2:66][C:67]3([F:80])[CH2:72][CH2:71][N:70]([C:73]([O:75][C:76]([CH3:79])([CH3:78])[CH3:77])=[O:74])[CH2:69][CH2:68]3)[C:62]([C:81]3[CH:86]=[CH:85][C:84]([O:87][CH3:88])=[CH:83][CH:82]=3)=[CH:61][N:60]=2)=[N:3][CH:4]=1)#[N:9]. (9) Given the reactants Br[C:2]1[CH:7]=[CH:6][CH:5]=[CH:4][C:3]=1[CH3:8].C([Li])CCC.Cl[Si:15]([CH3:18])([CH3:17])[CH3:16], predict the reaction product. The product is: [CH3:16][Si:15]([CH3:18])([CH3:17])[C:2]1[CH:7]=[CH:6][CH:5]=[CH:4][C:3]=1[CH3:8].